This data is from Forward reaction prediction with 1.9M reactions from USPTO patents (1976-2016). The task is: Predict the product of the given reaction. (1) Given the reactants [F:1][C:2]1[CH:7]=[CH:6][C:5]([C:8]([N:10]2[CH2:14][CH2:13][CH:12]([OH:15])[CH2:11]2)=[O:9])=[CH:4][CH:3]=1.[C:16]1([N:22]=[C:23]=[O:24])[CH:21]=[CH:20][CH:19]=[CH:18][CH:17]=1, predict the reaction product. The product is: [F:1][C:2]1[CH:7]=[CH:6][C:5]([C:8]([N:10]2[CH2:14][CH2:13][CH:12]([O:15][C:23](=[O:24])[NH:22][C:16]3[CH:21]=[CH:20][CH:19]=[CH:18][CH:17]=3)[CH2:11]2)=[O:9])=[CH:4][CH:3]=1. (2) Given the reactants C[O:2][C:3]1[CH:4]=[C:5]([CH:14]=[C:15]([C:17]2[CH:22]=[CH:21][CH:20]=[CH:19][CH:18]=2)[CH3:16])[CH:6]=[C:7]([O:12]C)[C:8]=1[CH:9]([CH3:11])[CH3:10].B(Br)(Br)Br, predict the reaction product. The product is: [CH3:16][C:15]([C:17]1[CH:18]=[CH:19][CH:20]=[CH:21][CH:22]=1)=[CH:14][C:5]1[CH:6]=[C:7]([OH:12])[C:8]([CH:9]([CH3:11])[CH3:10])=[C:3]([OH:2])[CH:4]=1. (3) Given the reactants Br[C:2]1[S:10][C:9]2[C:4](=[N:5][CH:6]=[CH:7][C:8]=2[O:11][C:12]2[CH:17]=[CH:16][C:15]([N+:18]([O-:20])=[O:19])=[CH:14][C:13]=2[F:21])[CH:3]=1.[CH2:22]([N:25]1[CH2:30][CH2:29][O:28][CH2:27][CH2:26]1)[C:23]#[CH:24].C(N(CC)CC)C, predict the reaction product. The product is: [F:21][C:13]1[CH:14]=[C:15]([N+:18]([O-:20])=[O:19])[CH:16]=[CH:17][C:12]=1[O:11][C:8]1[CH:7]=[CH:6][N:5]=[C:4]2[CH:3]=[C:2]([C:24]#[C:23][CH2:22][N:25]3[CH2:30][CH2:29][O:28][CH2:27][CH2:26]3)[S:10][C:9]=12. (4) Given the reactants C[O:2][C:3]([C:5]1[CH:6]=[C:7]([Cl:24])[CH:8]=[C:9]2[C:14]=1[NH:13][CH:12]([C:15]1[CH:20]=[CH:19][CH:18]=[C:17](Br)[CH:16]=1)[CH2:11][C:10]2([CH3:23])[CH3:22])=[O:4].[NH:25]1[CH2:29][CH2:28][CH2:27][CH2:26]1.Cl.CN(C)CC(O)=O.C(=O)([O-])[O-].[K+].[K+], predict the reaction product. The product is: [Cl:24][C:7]1[CH:8]=[C:9]2[C:14](=[C:5]([C:3]([OH:2])=[O:4])[CH:6]=1)[NH:13][CH:12]([C:15]1[CH:20]=[CH:19][CH:18]=[C:17]([N:25]3[CH2:29][CH2:28][CH2:27][CH2:26]3)[CH:16]=1)[CH2:11][C:10]2([CH3:22])[CH3:23]. (5) The product is: [F:1][C:2]1[CH:11]=[CH:10][CH:9]=[C:8]2[C:3]=1[CH2:4][CH2:5][CH2:6][CH:7]2[OH:12]. Given the reactants [F:1][C:2]1[CH:11]=[CH:10][CH:9]=[C:8]2[C:3]=1[CH2:4][CH2:5][CH2:6][C:7]2=[O:12].[BH4-].[Na+], predict the reaction product. (6) Given the reactants [H-].[Al+3].[Li+].[H-].[H-].[H-].C([O:14][C:15]([C@@H:17]1[CH2:22][C:21]([C:23]2[CH:28]=[CH:27][C:26]([O:29][CH3:30])=[CH:25][CH:24]=2)=[CH:20][C:19](=O)[NH:18]1)=O)C1C=CC=CC=1, predict the reaction product. The product is: [CH3:30][O:29][C:26]1[CH:27]=[CH:28][C:23]([C:21]2[CH2:22][C@@H:17]([CH2:15][OH:14])[NH:18][CH2:19][CH:20]=2)=[CH:24][CH:25]=1.